Task: Predict which catalyst facilitates the given reaction.. Dataset: Catalyst prediction with 721,799 reactions and 888 catalyst types from USPTO (1) Reactant: [Br:1][C:2]1[C:7]([CH:8]=[O:9])=[CH:6][CH:5]=[CH:4][C:3]=1[CH:10]=[O:11].[CH2:12](O)[CH2:13][OH:14]. Product: [Br:1][C:2]1[C:7]([CH:8]2[O:14][CH2:13][CH2:12][O:9]2)=[CH:6][CH:5]=[CH:4][C:3]=1[CH:10]=[O:11]. The catalyst class is: 743. (2) Reactant: [O:1]=[C:2]([CH2:8][CH2:9][CH2:10][CH3:11])[CH2:3][C:4]([O:6][CH3:7])=[O:5].[H-].[Na+].Br[CH2:15][C:16]1[C:21]([F:22])=[CH:20][C:19]([C:23]2[C:24]([C:29]#[N:30])=[CH:25][CH:26]=[CH:27][CH:28]=2)=[CH:18][C:17]=1[F:31]. Product: [C:29]([C:24]1[CH:25]=[CH:26][CH:27]=[CH:28][C:23]=1[C:19]1[CH:18]=[C:17]([F:31])[C:16]([CH2:15][CH:3]([C:2](=[O:1])[CH2:8][CH2:9][CH2:10][CH3:11])[C:4]([O:6][CH3:7])=[O:5])=[C:21]([F:22])[CH:20]=1)#[N:30]. The catalyst class is: 7. (3) Reactant: C([O:5][C:6](=[O:9])[CH2:7][CH3:8])(=O)CC.C(=O)([O-])[O-].[K+].[K+].[F:16][C:17]1[CH:24]=[CH:23][C:20]([CH:21]=O)=[CH:19][CH:18]=1.O. Product: [F:16][C:17]1[CH:24]=[CH:23][C:20]([CH:21]=[C:7]([CH3:8])[C:6]([OH:5])=[O:9])=[CH:19][CH:18]=1. The catalyst class is: 5. (4) Reactant: [F:1][C:2]1[CH:7]=[CH:6][C:5]([CH:8]=[CH:9][S:10](Cl)(=[O:12])=[O:11])=[CH:4][CH:3]=1.[C:14]1([OH:20])[CH:19]=[CH:18][CH:17]=[CH:16][CH:15]=1.C(N(CC)CC)C. Product: [F:1][C:2]1[CH:3]=[CH:4][C:5]([CH:8]=[CH:9][S:10]([O:20][C:14]2[CH:19]=[CH:18][CH:17]=[CH:16][CH:15]=2)(=[O:12])=[O:11])=[CH:6][CH:7]=1. The catalyst class is: 11. (5) Reactant: [C:1]([CH:3]=[C:4]([NH:13][C:14](=O)[O:15]CC)[C:5]1[CH:10]=[CH:9][C:8]([Cl:11])=[CH:7][C:6]=1[Cl:12])#[N:2].[NH:19]([C:21](=O)[C:22]([O:24][CH2:25][CH3:26])=[O:23])[NH2:20].C(OCC)(=O)C.O. Product: [Cl:12][C:6]1[CH:7]=[C:8]([Cl:11])[CH:9]=[CH:10][C:5]=1[C:4]1[N:13]=[C:14]([OH:15])[N:20]2[N:19]=[C:21]([C:22]([O:24][CH2:25][CH3:26])=[O:23])[N:2]=[C:1]2[CH:3]=1. The catalyst class is: 37. (6) Reactant: [CH2:1]([C:4]1[N:5]([CH2:17][CH2:18][CH2:19][CH2:20][NH:21]C(=O)OC(C)(C)C)[C:6]2[C:15]3[CH:14]=[CH:13][CH:12]=[CH:11][C:10]=3[N:9]=[CH:8][C:7]=2[N:16]=1)[CH2:2][CH3:3].Cl.C(=O)(O)[O-].[Na+].O. Product: [CH2:1]([C:4]1[N:5]([CH2:17][CH2:18][CH2:19][CH2:20][NH2:21])[C:6]2[C:15]3[CH:14]=[CH:13][CH:12]=[CH:11][C:10]=3[N:9]=[CH:8][C:7]=2[N:16]=1)[CH2:2][CH3:3]. The catalyst class is: 4. (7) Reactant: [Cl:1][C:2]1[C:3]([CH2:12][C:13]2[CH:18]=[CH:17][C:16]([N:19]3[CH:23]=[CH:22][CH:21]=[N:20]3)=[CH:15][CH:14]=2)=[CH:4][C:5]([C:8]([O:10]C)=[O:9])=[N:6][CH:7]=1.[OH-].[Na+].Cl. Product: [Cl:1][C:2]1[C:3]([CH2:12][C:13]2[CH:14]=[CH:15][C:16]([N:19]3[CH:23]=[CH:22][CH:21]=[N:20]3)=[CH:17][CH:18]=2)=[CH:4][C:5]([C:8]([OH:10])=[O:9])=[N:6][CH:7]=1. The catalyst class is: 38. (8) Reactant: C(N(CC)CC)C.[C:8]([O:12][C:13]([N:15]1[CH2:20][CH2:19][CH:18]([NH:21][CH2:22][C:23]([O:25][CH2:26][C:27]2[CH:32]=[CH:31][CH:30]=[CH:29][CH:28]=2)=[O:24])[CH2:17][CH2:16]1)=[O:14])([CH3:11])([CH3:10])[CH3:9].Cl[C:34]([O:36][CH2:37][C:38]1[CH:43]=[CH:42][CH:41]=[CH:40][CH:39]=1)=[O:35]. Product: [C:8]([O:12][C:13]([N:15]1[CH2:16][CH2:17][CH:18]([N:21]([C:34]([O:36][CH2:37][C:38]2[CH:43]=[CH:42][CH:41]=[CH:40][CH:39]=2)=[O:35])[CH2:22][C:23]([O:25][CH2:26][C:27]2[CH:28]=[CH:29][CH:30]=[CH:31][CH:32]=2)=[O:24])[CH2:19][CH2:20]1)=[O:14])([CH3:11])([CH3:9])[CH3:10]. The catalyst class is: 143.